From a dataset of Reaction yield outcomes from USPTO patents with 853,638 reactions. Predict the reaction yield, written as a fraction of the theoretical maximum amount of product (1.0 means a 100% yield; for example, 0.34 means a 34% yield). The reactants are [C:1]1([S:11]([NH2:14])(=[O:13])=[O:12])[C:2]([S:7]([NH2:10])(=[O:9])=[O:8])=[CH:3][CH:4]=[CH:5][CH:6]=1.[O:15]1[C:20]2=[CH:21][CH:22]=[CH:23][C:19]2=[CH:18][CH:17]=[C:16]1[C:24]1[CH:32]=[CH:31][CH:30]=[CH:29][C:25]=1[C:26](O)=[O:27].C(Cl)CCl. The catalyst is CN(C1C=CN=CC=1)C.CN(C=O)C.O. The product is [O:15]1[C:20]2=[CH:21][CH:22]=[CH:23][C:19]2=[CH:18][CH:17]=[C:16]1[C:24]1[CH:32]=[CH:31][CH:30]=[CH:29][C:25]=1[C:26]([NH:10][S:7]([C:2]1[CH:3]=[CH:4][CH:5]=[CH:6][C:1]=1[S:11](=[O:13])(=[O:12])[NH2:14])(=[O:9])=[O:8])=[O:27]. The yield is 0.150.